From a dataset of Full USPTO retrosynthesis dataset with 1.9M reactions from patents (1976-2016). Predict the reactants needed to synthesize the given product. (1) Given the product [ClH:14].[N:10]1[C:9]2[O:15][C@@H:5]([CH2:4][NH2:1])[CH2:6][O:7][C:8]=2[CH:13]=[CH:12][N:11]=1, predict the reactants needed to synthesize it. The reactants are: [N:1]([CH2:4][C@@H:5]1[O:15][C:9]2[N:10]=[N:11][C:12]([Cl:14])=[CH:13][C:8]=2[O:7][CH2:6]1)=[N+]=[N-]. (2) Given the product [Br:18][C:15]1[CH:16]=[CH:17][C:12]([O:11][C:7]2[CH:6]=[C:5]([CH2:4][C:3]([OH:33])=[O:2])[CH:10]=[CH:9][CH:8]=2)=[C:13]([CH2:19][N:20]([C:29]([O:31][CH3:32])=[O:30])[CH2:21][CH2:22][C:23]2[CH:28]=[CH:27][CH:26]=[CH:25][CH:24]=2)[CH:14]=1, predict the reactants needed to synthesize it. The reactants are: C[O:2][C:3](=[O:33])[CH2:4][C:5]1[CH:10]=[CH:9][CH:8]=[C:7]([O:11][C:12]2[CH:17]=[CH:16][C:15]([Br:18])=[CH:14][C:13]=2[CH2:19][N:20]([C:29]([O:31][CH3:32])=[O:30])[CH2:21][CH2:22][C:23]2[CH:28]=[CH:27][CH:26]=[CH:25][CH:24]=2)[CH:6]=1.[OH-].[Li+].Cl. (3) The reactants are: [Cl:1][C:2]1[CH:7]=[CH:6][C:5]([C:8]#[C:9][C:10]2[CH:15]=[CH:14][C:13]([Cl:16])=[C:12]([N+:17]([O-:19])=[O:18])[CH:11]=2)=[CH:4][C:3]=1[N+:20]([O-:22])=[O:21].[C:23]([C:27]1[CH:32]=[CH:31][C:30](B(O)O)=[CH:29][CH:28]=1)([CH3:26])([CH3:25])[CH3:24]. Given the product [C:23]([C:27]1[CH:32]=[CH:31][C:30]([C:9]([C:10]2[CH:15]=[CH:14][C:13]([Cl:16])=[C:12]([N+:17]([O-:19])=[O:18])[CH:11]=2)=[CH:8][C:5]2[CH:6]=[CH:7][C:2]([Cl:1])=[C:3]([N+:20]([O-:22])=[O:21])[CH:4]=2)=[CH:29][CH:28]=1)([CH3:26])([CH3:25])[CH3:24], predict the reactants needed to synthesize it. (4) Given the product [C:21]([C:17]1[C:16]([C:8]2[CH:9]=[C:10]([C:12]([F:15])([F:14])[F:13])[CH:11]=[C:6]([C:3]3[CH:4]=[CH:5][S:1][CH:2]=3)[CH:7]=2)=[N:20][N:19]([CH2:29][O:28][C:25](=[O:27])[CH3:26])[N:18]=1)#[N:22], predict the reactants needed to synthesize it. The reactants are: [S:1]1[CH:5]=[CH:4][C:3]([C:6]2[CH:7]=[C:8]([C:16]3[N:20]=[N:19][NH:18][C:17]=3[C:21]#[N:22])[CH:9]=[C:10]([C:12]([F:15])([F:14])[F:13])[CH:11]=2)=[CH:2]1.[H-].[Na+].[C:25]([O:28][CH2:29]Cl)(=[O:27])[CH3:26].O. (5) The reactants are: [NH2:1][C:2]1[C:3]([CH3:19])=[C:4](/[CH:9]=[C:10](\[CH3:18])/[C:11]([O:13][C:14]([CH3:17])([CH3:16])[CH3:15])=[O:12])[CH:5]=[CH:6][C:7]=1[Cl:8].NC1C(C)=C(C=CC=1Cl)CC(=C)C(OC(C)(C)C)=O.[Mg].II.Cl.[OH-].[Na+]. Given the product [NH2:1][C:2]1[C:3]([CH3:19])=[C:4]([CH2:9][CH:10]([CH3:18])[C:11]([O:13][C:14]([CH3:16])([CH3:15])[CH3:17])=[O:12])[CH:5]=[CH:6][C:7]=1[Cl:8], predict the reactants needed to synthesize it. (6) Given the product [F:1][C:2]1[CH:7]=[C:6]([I:8])[CH:5]=[CH:4][C:3]=1[N:9]1[C:14]2[N:15]([CH3:22])[C:16](=[O:21])[C:17]([CH3:20])=[C:18]([O:19][S:40]([C:39]([F:52])([F:51])[F:38])(=[O:42])=[O:41])[C:13]=2[C:12](=[O:23])[N:11]([CH3:24])[C:10]1=[O:25], predict the reactants needed to synthesize it. The reactants are: [F:1][C:2]1[CH:7]=[C:6]([I:8])[CH:5]=[CH:4][C:3]=1[N:9]1[C:14]2[N:15]([CH3:22])[C:16](=[O:21])[C:17]([CH3:20])=[C:18]([OH:19])[C:13]=2[C:12](=[O:23])[N:11]([CH3:24])[C:10]1=[O:25].C(Cl)(Cl)Cl.N1C(C)=CC=CC=1C.[F:38][C:39]([F:52])([F:51])[S:40](O[S:40]([C:39]([F:52])([F:51])[F:38])(=[O:42])=[O:41])(=[O:42])=[O:41]. (7) Given the product [Cl:3][C:14]1[C:15]2[C:7]([CH3:6])=[CH:8][S:9][C:10]=2[N:11]=[C:12]([C:17]([O:19][CH2:20][CH3:21])=[O:18])[N:13]=1, predict the reactants needed to synthesize it. The reactants are: P(Cl)(Cl)([Cl:3])=O.[CH3:6][C:7]1[C:15]2[C:14](=O)[NH:13][C:12]([C:17]([O:19][CH2:20][CH3:21])=[O:18])=[N:11][C:10]=2[S:9][CH:8]=1.O=C1NC(C(OCC)=O)=NC2SC=CC1=2.